This data is from Reaction yield outcomes from USPTO patents with 853,638 reactions. The task is: Predict the reaction yield, written as a fraction of the theoretical maximum amount of product (1.0 means a 100% yield; for example, 0.34 means a 34% yield). (1) The reactants are [NH2:1][NH2:2].[Cl:3][C:4]1[CH:9]=[CH:8][CH:7]=[CH:6][C:5]=1[NH:10][C:11]([C:13]1[S:26][C:16]2[C:17]3[CH:25]=[N:24][CH:23]=[CH:22][C:18]=3[O:19][CH2:20][CH2:21][C:15]=2[CH:14]=1)=S. The catalyst is CO. The product is [Cl:3][C:4]1[CH:9]=[CH:8][CH:7]=[CH:6][C:5]=1[NH:10][C:11]([C:13]1[S:26][C:16]2[C:17]3[CH:25]=[N:24][CH:23]=[CH:22][C:18]=3[O:19][CH2:20][CH2:21][C:15]=2[CH:14]=1)=[N:1][NH2:2]. The yield is 0.900. (2) The reactants are [F:1][C:2]1[C:9]([F:10])=[CH:8][CH:7]=[C:6]([F:11])[C:3]=1[CH:4]=O.[CH3:12][O:13][C:14]1[CH:15]=[C:16]([CH:20]=[CH:21][C:22]=1[O:23][CH3:24])[CH2:17][C:18]#[N:19]. No catalyst specified. The product is [CH3:12][O:13][C:14]1[CH:15]=[C:16](/[C:17](=[CH:4]/[C:3]2[C:6]([F:11])=[CH:7][CH:8]=[C:9]([F:10])[C:2]=2[F:1])/[C:18]#[N:19])[CH:20]=[CH:21][C:22]=1[O:23][CH3:24]. The yield is 0.860. (3) The reactants are [Cl:1][C:2]1[C:3]2[CH:10]=[CH:9][NH:8][C:4]=2[N:5]=[CH:6][N:7]=1.[Br:11]NC(=O)C. The catalyst is C(Cl)Cl. The yield is 0.820. The product is [Br:11][C:10]1[C:3]2[C:2]([Cl:1])=[N:7][CH:6]=[N:5][C:4]=2[NH:8][CH:9]=1. (4) The reactants are [Br:1][C:2]1[CH:7]=[CH:6][C:5]([S:8](Cl)(=[O:10])=[O:9])=[C:4]([CH3:12])[CH:3]=1.[CH3:13][N:14]1[CH2:19][CH2:18][NH:17][CH2:16][CH2:15]1. No catalyst specified. The product is [Br:1][C:2]1[CH:7]=[CH:6][C:5]([S:8]([N:17]2[CH2:18][CH2:19][N:14]([CH3:13])[CH2:15][CH2:16]2)(=[O:10])=[O:9])=[C:4]([CH3:12])[CH:3]=1. The yield is 1.00. (5) The reactants are Cl[C:2]1[C:3]2[N:4]([CH:18]=[CH:19][N:20]=2)[CH:5]=[C:6]([C:10]2[CH:15]=[CH:14][C:13]([Cl:16])=[CH:12][C:11]=2[Cl:17])[C:7]=1[C:8]#[N:9].[CH2:21]([NH2:25])[CH:22]([CH3:24])[CH3:23]. The catalyst is CCOC(C)=O. The product is [Cl:17][C:11]1[CH:12]=[C:13]([Cl:16])[CH:14]=[CH:15][C:10]=1[C:6]1[C:7]([C:8]#[N:9])=[C:2]([NH:25][CH2:21][CH:22]([CH3:24])[CH3:23])[C:3]2[N:4]([CH:18]=[CH:19][N:20]=2)[CH:5]=1. The yield is 0.850. (6) The reactants are [C:1]([O:5][C:6]([N:8]1[C@H:13]([C:14](O)=[O:15])[CH2:12][C@@H:11]2[C@H:9]1[CH2:10]2)=[O:7])([CH3:4])([CH3:3])[CH3:2]. The catalyst is C1COCC1. The product is [OH:15][CH2:14][C@@H:13]1[CH2:12][C@@H:11]2[C@@H:9]([CH2:10]2)[N:8]1[C:6]([O:5][C:1]([CH3:4])([CH3:3])[CH3:2])=[O:7]. The yield is 0.910. (7) The reactants are [F:1][C:2]([F:13])([C:6]1[CH:11]=[CH:10][C:9]([F:12])=[CH:8][N:7]=1)[C:3]([O-])=O.[Na+].[NH2:15][C:16]1[C:24]([Br:25])=[CH:23][CH:22]=[CH:21][C:17]=1[C:18]([NH2:20])=[O:19]. No catalyst specified. The product is [F:1][C:2]([F:13])([C:6]1[CH:11]=[CH:10][C:9]([F:12])=[CH:8][N:7]=1)[C:3]1[NH:20][C:18](=[O:19])[C:17]2[C:16](=[C:24]([Br:25])[CH:23]=[CH:22][CH:21]=2)[N:15]=1. The yield is 0.220.